The task is: Predict which catalyst facilitates the given reaction.. This data is from Catalyst prediction with 721,799 reactions and 888 catalyst types from USPTO. (1) Reactant: Br[C:2]1[CH:3]=[C:4]2[C:8](=[CH:9][CH:10]=1)[CH2:7][N:6]([C:11]([NH:13][C:14]1[CH:19]=[CH:18][C:17]([C:20](=[O:25])[NH:21][CH2:22][CH2:23][CH3:24])=[CH:16][CH:15]=1)=[O:12])[CH2:5]2.[NH:26]1[CH:30]=[CH:29][C:28](B(O)O)=[N:27]1.C(=O)(O)[O-].[Na+].O. Product: [CH2:22]([NH:21][C:20]([C:17]1[CH:18]=[CH:19][C:14]([NH:13][C:11]([N:6]2[CH2:5][C:4]3[C:8](=[CH:9][CH:10]=[C:2]([C:30]4[CH:29]=[CH:28][NH:27][N:26]=4)[CH:3]=3)[CH2:7]2)=[O:12])=[CH:15][CH:16]=1)=[O:25])[CH2:23][CH3:24]. The catalyst class is: 558. (2) Reactant: [Cl:1][C:2]1[CH:3]=[C:4]([OH:9])[CH:5]=[N:6][C:7]=1[Cl:8].[Cl:10][C:11]1[C:12](F)=[CH:13][C:14]([F:24])=[C:15]([CH:23]=1)[C:16]([O:18][C:19]([CH3:22])([CH3:21])[CH3:20])=[O:17].C(=O)([O-])[O-].[K+].[K+]. Product: [Cl:10][C:11]1[C:12]([O:9][C:4]2[CH:5]=[N:6][C:7]([Cl:8])=[C:2]([Cl:1])[CH:3]=2)=[CH:13][C:14]([F:24])=[C:15]([CH:23]=1)[C:16]([O:18][C:19]([CH3:20])([CH3:21])[CH3:22])=[O:17]. The catalyst class is: 9. (3) Reactant: Cl[C:2]1[C:7]([OH:8])=[C:6]([N+:9]([O-])=O)[C:5]([F:12])=[C:4]([CH2:13][CH2:14][Cl:15])[CH:3]=1. Product: [NH2:9][C:6]1[C:5]([F:12])=[C:4]([CH2:13][CH2:14][Cl:15])[CH:3]=[CH:2][C:7]=1[OH:8]. The catalyst class is: 63. (4) Reactant: [Cl:1][C:2]1[CH:7]=[CH:6][C:5]([C:8]2[C:12]([C:13]3[CH:18]=[CH:17][N:16]=[CH:15][N:14]=3)=[C:11]([CH:19]3[CH2:24][CH2:23][NH:22][CH2:21][CH2:20]3)[NH:10][N:9]=2)=[C:4]([F:25])[CH:3]=1.CCN(CC)CC.[C:33](O)(=[O:36])[CH2:34][OH:35].OC1C2N=NNC=2C=CC=1.C(N=C=NCCCN(C)C)C. Product: [Cl:1][C:2]1[CH:7]=[CH:6][C:5]([C:8]2[C:12]([C:13]3[CH:18]=[CH:17][N:16]=[CH:15][N:14]=3)=[C:11]([CH:19]3[CH2:20][CH2:21][N:22]([C:34](=[O:35])[CH2:33][OH:36])[CH2:23][CH2:24]3)[NH:10][N:9]=2)=[C:4]([F:25])[CH:3]=1. The catalyst class is: 2. (5) Product: [C:1]1([CH2:7][CH2:8][C:9]([O:11][CH2:12][CH2:13][O:14][C:15]([NH:17][C:18]2([C:21]([OH:23])=[O:22])[CH2:19][CH2:20]2)=[O:16])=[O:10])[CH:6]=[CH:5][CH:4]=[CH:3][CH:2]=1. Reactant: [C:1]1(/[CH:7]=[CH:8]/[C:9]([O:11][CH2:12][CH2:13][O:14][C:15]([NH:17][C:18]2([C:21]([OH:23])=[O:22])[CH2:20][CH2:19]2)=[O:16])=[O:10])[CH:6]=[CH:5][CH:4]=[CH:3][CH:2]=1.C(OC(=O)C)C. The catalyst class is: 63. (6) Reactant: [CH3:1][O:2][C:3]1[CH:8]=[CH:7][C:6]([CH:9]2[CH2:13][C:12]3=[C:14]([C:19]([O:21][CH3:22])=[O:20])[C:15]([OH:18])=[CH:16][CH:17]=[C:11]3[O:10]2)=[CH:5][CH:4]=1.C(#N)C.C(NC(C)C)(C)C.FC(F)(F)S(O[CH2:39][CH:40]([F:42])[F:41])(=O)=O. The catalyst class is: 6. Product: [F:41][CH:40]([F:42])[CH2:39][O:18][C:15]1[C:14]([C:19]([O:21][CH3:22])=[O:20])=[C:12]2[CH2:13][CH:9]([C:6]3[CH:5]=[CH:4][C:3]([O:2][CH3:1])=[CH:8][CH:7]=3)[O:10][C:11]2=[CH:17][CH:16]=1.